This data is from Peptide-MHC class II binding affinity with 134,281 pairs from IEDB. The task is: Regression. Given a peptide amino acid sequence and an MHC pseudo amino acid sequence, predict their binding affinity value. This is MHC class II binding data. (1) The peptide sequence is NDDVDQSLIIAARNI. The MHC is DRB4_0101 with pseudo-sequence DRB4_0103. The binding affinity (normalized) is 0.395. (2) The peptide sequence is LFKEKEVKKEIKDPL. The MHC is DRB1_1302 with pseudo-sequence DRB1_1302. The binding affinity (normalized) is 0.407. (3) The peptide sequence is GSQLIWDRALGLPLE. The MHC is DRB1_0405 with pseudo-sequence DRB1_0405. The binding affinity (normalized) is 0.570. (4) The peptide sequence is TKVNLEPVMNILKWH. The binding affinity (normalized) is 0.531. The MHC is DRB1_0101 with pseudo-sequence DRB1_0101. (5) The peptide sequence is INEPTAANIAYGLDR. The MHC is HLA-DQA10102-DQB10602 with pseudo-sequence HLA-DQA10102-DQB10602. The binding affinity (normalized) is 0.801. (6) The peptide sequence is SVYLSDNGVMSEQGS. The MHC is DRB3_0101 with pseudo-sequence DRB3_0101. The binding affinity (normalized) is 0.432. (7) The peptide sequence is IITPTNVSHIQSAVV. The MHC is DRB1_0901 with pseudo-sequence DRB1_0901. The binding affinity (normalized) is 0.475. (8) The peptide sequence is KGSNPNYLALLVKYVNGDGD. The MHC is HLA-DPA10103-DPB10401 with pseudo-sequence HLA-DPA10103-DPB10401. The binding affinity (normalized) is 0.225.